From a dataset of Forward reaction prediction with 1.9M reactions from USPTO patents (1976-2016). Predict the product of the given reaction. (1) Given the reactants [Br:1][C:2]1[S:11][C:5]2[N:6]=[CH:7][N:8]=[C:9](Cl)[C:4]=2[C:3]=1[C:12]1[CH:17]=[CH:16][CH:15]=[CH:14][CH:13]=1.C(N(C(C)C)CC)(C)C.[N:27]1([CH2:32][CH2:33][O:34][CH2:35][CH:36]2[CH2:41][CH2:40][NH:39][CH2:38][CH2:37]2)[CH2:31][CH2:30][CH2:29][CH2:28]1, predict the reaction product. The product is: [Br:1][C:2]1[S:11][C:5]2[N:6]=[CH:7][N:8]=[C:9]([N:39]3[CH2:40][CH2:41][CH:36]([CH2:35][O:34][CH2:33][CH2:32][N:27]4[CH2:31][CH2:30][CH2:29][CH2:28]4)[CH2:37][CH2:38]3)[C:4]=2[C:3]=1[C:12]1[CH:17]=[CH:16][CH:15]=[CH:14][CH:13]=1. (2) Given the reactants Cl[C:2]1[CH:7]=[C:6]([C:8]([F:11])([F:10])[F:9])[N:5]=[C:4]([C:12]2[CH:13]=[N:14][CH:15]=[CH:16][CH:17]=2)[N:3]=1.[NH2:18][C:19]1[CH:20]=[C:21]2[C:25](=[CH:26][CH:27]=1)[NH:24][C:23]([CH3:28])=[CH:22]2, predict the reaction product. The product is: [CH3:28][C:23]1[NH:24][C:25]2[C:21]([CH:22]=1)=[CH:20][C:19]([NH:18][C:2]1[CH:7]=[C:6]([C:8]([F:11])([F:10])[F:9])[N:5]=[C:4]([C:12]3[CH:13]=[N:14][CH:15]=[CH:16][CH:17]=3)[N:3]=1)=[CH:27][CH:26]=2. (3) Given the reactants [F:1][C:2]([F:19])([F:18])[C:3]1[CH:4]=[C:5]([C:13](=O)[CH:14](Br)[CH3:15])[CH:6]=[C:7]([C:9]([F:12])([F:11])[F:10])[CH:8]=1.C[O:21][C:22]([CH2:24][C:25]([NH2:27])=[O:26])=[O:23], predict the reaction product. The product is: [F:1][C:2]([F:19])([F:18])[C:3]1[CH:4]=[C:5]([C:13]2[N:27]=[C:25]([CH2:24][C:22]([OH:23])=[O:21])[O:26][C:14]=2[CH3:15])[CH:6]=[C:7]([C:9]([F:12])([F:11])[F:10])[CH:8]=1. (4) Given the reactants [CH2:1]([S:8][C:9]1[N:10]=[C:11](Cl)[C:12]2[S:17][C:16]([NH2:18])=[N:15][C:13]=2[N:14]=1)[C:2]1[CH:7]=[CH:6][CH:5]=[CH:4][CH:3]=1.CCN(C(C)C)C(C)C.[NH2:29][C@H:30]([CH2:33][CH2:34][CH3:35])[CH2:31][OH:32].O, predict the reaction product. The product is: [NH2:18][C:16]1[S:17][C:12]2[C:11]([NH:29][C@H:30]([CH2:33][CH2:34][CH3:35])[CH2:31][OH:32])=[N:10][C:9]([S:8][CH2:1][C:2]3[CH:7]=[CH:6][CH:5]=[CH:4][CH:3]=3)=[N:14][C:13]=2[N:15]=1.